Predict the reactants needed to synthesize the given product. From a dataset of Full USPTO retrosynthesis dataset with 1.9M reactions from patents (1976-2016). (1) Given the product [Cl:1][C:2]1[CH:7]=[CH:6][C:5]([C:8]2[C:9]([CH2:15][N:16]3[CH2:21][CH2:20][N:19]([C:22]([O:24][C:25]([CH3:28])([CH3:27])[CH3:26])=[O:23])[CH2:18][CH2:17]3)=[CH:10][NH:11][C:12](=[O:30])[CH:13]=2)=[CH:4][CH:3]=1, predict the reactants needed to synthesize it. The reactants are: [Cl:1][C:2]1[CH:7]=[CH:6][C:5]([C:8]2[CH:13]=[C:12](F)[N:11]=[CH:10][C:9]=2[CH2:15][N:16]2[CH2:21][CH2:20][N:19]([C:22]([O:24][C:25]([CH3:28])([CH3:27])[CH3:26])=[O:23])[CH2:18][CH2:17]2)=[CH:4][CH:3]=1.Cl.[O:30]1CCCC1. (2) Given the product [ClH:35].[CH3:24][N:23]([CH3:25])[C:21]([C:18]1[CH:19]=[CH:20][C:15]2[O:14][C:13]([C:26]([NH:28][C:29]3[CH:34]=[CH:33][C:32]([Cl:35])=[CH:31][N:30]=3)=[O:27])=[C:12]([NH:11][C:9]([C@H:6]3[CH2:7][CH2:8][C@H:3]([NH:2][CH:41]([CH3:42])[CH3:43])[CH2:4][CH2:5]3)=[O:10])[C:16]=2[CH:17]=1)=[O:22], predict the reactants needed to synthesize it. The reactants are: Cl.[NH2:2][C@H:3]1[CH2:8][CH2:7][C@H:6]([C:9]([NH:11][C:12]2[C:16]3[CH:17]=[C:18]([C:21]([N:23]([CH3:25])[CH3:24])=[O:22])[CH:19]=[CH:20][C:15]=3[O:14][C:13]=2[C:26]([NH:28][C:29]2[CH:34]=[CH:33][C:32]([Cl:35])=[CH:31][N:30]=2)=[O:27])=[O:10])[CH2:5][CH2:4]1.C(N([CH2:41][CH3:42])CC)C.[C:43](O[BH-](OC(=O)C)OC(=O)C)(=O)C.[Na+].C(=O)([O-])O.[Na+]. (3) Given the product [CH:27]1([NH:5][CH2:6][CH:7]2[CH2:16][CH2:15][CH2:14][C:13]3[C:12]([O:17][C:18]4[CH:26]=[CH:25][C:21]([C:22]([NH2:24])=[O:23])=[CH:20][N:19]=4)=[CH:11][CH:10]=[CH:9][C:8]2=3)[CH2:32][CH2:31][CH2:30][CH2:29][CH2:28]1, predict the reactants needed to synthesize it. The reactants are: [BH3-]C#N.[Na+].[NH2:5][CH2:6][CH:7]1[CH2:16][CH2:15][CH2:14][C:13]2[C:12]([O:17][C:18]3[CH:26]=[CH:25][C:21]([C:22]([NH2:24])=[O:23])=[CH:20][N:19]=3)=[CH:11][CH:10]=[CH:9][C:8]1=2.[C:27]1(=O)[CH2:32][CH2:31][CH2:30][CH2:29][CH2:28]1.